Dataset: Catalyst prediction with 721,799 reactions and 888 catalyst types from USPTO. Task: Predict which catalyst facilitates the given reaction. (1) Reactant: FC(F)(F)C(O)=O.[Cl:8][C:9]1[CH:14]=[C:13]([Cl:15])[CH:12]=[CH:11][C:10]=1[C@H:16]([N:18]1[C:26]2[C:21](=[CH:22][CH:23]=[C:24]([N:27]3[CH2:32][CH2:31][N:30]([C:33]([C@H:35]4[CH2:39][CH2:38][CH2:37][N:36]4C(OC(C)(C)C)=O)=[O:34])[C@H:29]([CH2:47][OH:48])[CH2:28]3)[CH:25]=2)[CH:20]=[N:19]1)[CH3:17]. Product: [Cl:8][C:9]1[CH:14]=[C:13]([Cl:15])[CH:12]=[CH:11][C:10]=1[C@H:16]([N:18]1[C:26]2[C:21](=[CH:22][CH:23]=[C:24]([N:27]3[CH2:32][CH2:31][N:30]([C:33]([C@H:35]4[CH2:39][CH2:38][CH2:37][NH:36]4)=[O:34])[C@H:29]([CH2:47][OH:48])[CH2:28]3)[CH:25]=2)[CH:20]=[N:19]1)[CH3:17]. The catalyst class is: 4. (2) Reactant: [CH:1]([C:4]1[N:25]=[C:7]2[N:8]=[C:9]([CH3:24])[C:10]([CH2:19][C:20]([O:22]C)=[O:21])=[C:11]([C:12]3[CH:17]=[CH:16][C:15]([CH3:18])=[CH:14][CH:13]=3)[N:6]2[N:5]=1)([CH3:3])[CH3:2].[OH-].[Na+].Cl. Product: [CH:1]([C:4]1[N:25]=[C:7]2[N:8]=[C:9]([CH3:24])[C:10]([CH2:19][C:20]([OH:22])=[O:21])=[C:11]([C:12]3[CH:17]=[CH:16][C:15]([CH3:18])=[CH:14][CH:13]=3)[N:6]2[N:5]=1)([CH3:3])[CH3:2]. The catalyst class is: 5. (3) Reactant: C([O:3][C:4]([C:6]1[S:7][CH:8]=[C:9]([C:11]2[CH:16]=[CH:15][C:14]([Cl:17])=[CH:13][CH:12]=2)[N:10]=1)=[O:5])C.[OH-].[Na+]. The catalyst class is: 8. Product: [ClH:17].[Cl:17][C:14]1[CH:13]=[CH:12][C:11]([C:9]2[N:10]=[C:6]([C:4]([OH:5])=[O:3])[S:7][CH:8]=2)=[CH:16][CH:15]=1.